Dataset: Retrosynthesis with 50K atom-mapped reactions and 10 reaction types from USPTO. Task: Predict the reactants needed to synthesize the given product. (1) Given the product CC[Si](C#CCCOS(=O)(=O)c1ccc(C)cc1)(CC)CC, predict the reactants needed to synthesize it. The reactants are: CC[Si](C#CCCO)(CC)CC.Cc1ccc(S(=O)(=O)Cl)cc1. (2) Given the product O=C(NC1CCCCC1)c1cccnc1SCC(O)c1ccccc1, predict the reactants needed to synthesize it. The reactants are: O=C(CSc1ncccc1C(=O)NC1CCCCC1)c1ccccc1. (3) Given the product CC(C)(C)OC(=O)N1CCC(N2CCC(n3cc(-c4ccc(Oc5ccccc5)cc4)c4c(N)ncnc43)CC2)CC1, predict the reactants needed to synthesize it. The reactants are: CC(C)(C)OC(=O)N1CCC(=O)CC1.Nc1ncnc2c1c(-c1ccc(Oc3ccccc3)cc1)cn2C1CCNCC1. (4) Given the product CCOC(=O)c1cn([C@@H](C)CNC)c2c(F)c(C3(NC(=O)OCc4ccccc4)CC3)c(F)cc2c1=O, predict the reactants needed to synthesize it. The reactants are: CCOC(=O)c1cn([C@@H](C)CN(C)C(=O)OC(C)(C)C)c2c(F)c(C3(NC(=O)OCc4ccccc4)CC3)c(F)cc2c1=O. (5) Given the product Cc1cc2cc(Nc3ccnc4cc(-c5cnc(C(=O)NCCN6CCCCC6)n5C)sc34)ccc2[nH]1, predict the reactants needed to synthesize it. The reactants are: Cc1cc2cc(N)ccc2[nH]1.Cn1c(-c2cc3nccc(Cl)c3s2)cnc1C(=O)NCCN1CCCCC1.